From a dataset of Reaction yield outcomes from USPTO patents with 853,638 reactions. Predict the reaction yield, written as a fraction of the theoretical maximum amount of product (1.0 means a 100% yield; for example, 0.34 means a 34% yield). (1) The reactants are [Cl:1][C:2]1[CH:3]=[C:4]2[C:8](=[CH:9][C:10]=1[Cl:11])[NH:7][C:6]([Si:12]([CH2:17][CH3:18])([CH2:15][CH3:16])[CH2:13][CH3:14])=[C:5]2[CH2:19][CH2:20]O.C1(P(C2C=CC=CC=2)C2C=CC=CC=2)C=CC=CC=1.[Br:41]C(Br)(Br)Br. The catalyst is C1COCC1. The product is [Br:41][CH2:20][CH2:19][C:5]1[C:4]2[C:8](=[CH:9][C:10]([Cl:11])=[C:2]([Cl:1])[CH:3]=2)[NH:7][C:6]=1[Si:12]([CH2:17][CH3:18])([CH2:15][CH3:16])[CH2:13][CH3:14]. The yield is 0.270. (2) The yield is 0.327. The reactants are [C:1](#[N:5])[CH2:2][C:3]#[N:4].[CH:6]([C:8]1[CH:16]=[C:12]([C:13]([OH:15])=[O:14])[C:11]([OH:17])=[CH:10][CH:9]=1)=O.C(N)C1C=CC=CC=1. The product is [C:3]([C:2]([C:1]#[N:5])=[CH:6][C:8]1[CH:9]=[CH:10][C:11]([OH:17])=[C:12]([CH:16]=1)[C:13]([OH:15])=[O:14])#[N:4]. The catalyst is C(O)C. (3) The reactants are [Br:1][C:2]1[CH:7]=[C:6]([S:8]([CH3:11])(=[O:10])=[O:9])[CH:5]=[CH:4][C:3]=1F.[O:13]1[CH2:17][CH2:16][CH:15]([NH2:18])[CH2:14]1.C([O-])([O-])=O.[K+].[K+].O. The catalyst is CS(C)=O. The product is [Br:1][C:2]1[CH:7]=[C:6]([S:8]([CH3:11])(=[O:10])=[O:9])[CH:5]=[CH:4][C:3]=1[NH:18][CH:15]1[CH2:16][CH2:17][O:13][CH2:14]1. The yield is 0.692. (4) The catalyst is C(N(CC)CC)C. The reactants are [F:1][C:2]1[CH:3]=[CH:4][C:5]([OH:18])=[C:6]([C:8](=[O:17])[CH2:9][C:10]2[CH:15]=[CH:14][CH:13]=[CH:12][C:11]=2[F:16])[CH:7]=1.[C:19](OC(=O)CC)(=O)[CH2:20][CH3:21].Cl. The yield is 0.630. The product is [CH2:20]([C:21]1[O:18][C:5]2[C:6]([C:8](=[O:17])[C:9]=1[C:10]1[CH:15]=[CH:14][CH:13]=[CH:12][C:11]=1[F:16])=[CH:7][C:2]([F:1])=[CH:3][CH:4]=2)[CH3:19]. (5) The reactants are [CH:1]1[C:10]2[C:5](=[CH:6][CH:7]=[CH:8][CH:9]=2)[CH:4]=[CH:3][C:2]=1[C:11]([NH:13][C:14]1[CH:36]=[CH:35][C:17]([CH2:18][N:19]2[C:27]3[C:22](=[CH:23][C:24]([F:28])=[CH:25][CH:26]=3)[C:21]([CH2:29][C:30]([O:32]CC)=[O:31])=[N:20]2)=[CH:16][CH:15]=1)=[O:12].O.[OH-].[Li+].O.Cl. The catalyst is O1CCCC1. The product is [CH:1]1[C:10]2[C:5](=[CH:6][CH:7]=[CH:8][CH:9]=2)[CH:4]=[CH:3][C:2]=1[C:11]([NH:13][C:14]1[CH:15]=[CH:16][C:17]([CH2:18][N:19]2[C:27]3[C:22](=[CH:23][C:24]([F:28])=[CH:25][CH:26]=3)[C:21]([CH2:29][C:30]([OH:32])=[O:31])=[N:20]2)=[CH:35][CH:36]=1)=[O:12]. The yield is 0.957. (6) The reactants are CCN(C(C)C)C(C)C.Cl.Cl.[CH3:12][C@H:13]1[C:21]2[C:20]([N:22]3[CH2:27][CH2:26][NH:25][CH2:24][CH2:23]3)=[N:19][CH:18]=[N:17][C:16]=2[CH2:15][CH2:14]1.[C:28]([O:32][C:33]([NH:35][CH2:36][CH2:37][C:38]([C:43]1[CH:48]=[CH:47][C:46]([Cl:49])=[CH:45][CH:44]=1)([CH3:42])[C:39](O)=[O:40])=[O:34])([CH3:31])([CH3:30])[CH3:29].F[P-](F)(F)(F)(F)F.N1(OC(N(C)C)=[N+](C)C)C2C=CC=CC=2N=N1. The catalyst is C(Cl)Cl.CCOC(C)=O. The product is [Cl:49][C:46]1[CH:47]=[CH:48][C:43]([C:38]([CH3:42])([C:39]([N:25]2[CH2:26][CH2:27][N:22]([C:20]3[C:21]4[C@H:13]([CH3:12])[CH2:14][CH2:15][C:16]=4[N:17]=[CH:18][N:19]=3)[CH2:23][CH2:24]2)=[O:40])[CH2:37][CH2:36][NH:35][C:33](=[O:34])[O:32][C:28]([CH3:30])([CH3:31])[CH3:29])=[CH:44][CH:45]=1. The yield is 0.740. (7) The reactants are P([O-])([O-])([O-])=O.[K+].[K+].[K+].[CH3:9][C:10]1([CH3:20])[CH2:14][C:13]2[CH:15]=[CH:16][CH:17]=[C:18]([CH3:19])[C:12]=2[O:11]1.B([O-])([O-])O[C:23]1[CH:28]=[CH:27][C:26]([CH3:29])=[CH:25][CH:24]=1. The catalyst is Cl[Ni](Cl)([P](C1C=CC=CC=1)(C1C=CC=CC=1)C1C=CC=CC=1)[P](C1C=CC=CC=1)(C1C=CC=CC=1)C1C=CC=CC=1.C1(P(C2C=CC=CC=2)C2C=CC=CC=2)C=CC=CC=1.C1(C)C=CC=CC=1. The product is [CH3:9][C:10]1([CH3:20])[CH2:14][C:13]2[CH:15]=[CH:16][C:17]([C:23]3[CH:28]=[CH:27][C:26]([CH3:29])=[CH:25][CH:24]=3)=[C:18]([CH3:19])[C:12]=2[O:11]1. The yield is 0.940. (8) The reactants are [C:1]([O:4][C:5]1[CH:13]=[CH:12][C:11]([Cl:14])=[CH:10][C:6]=1[C:7]([OH:9])=O)(=[O:3])[CH3:2].[NH2:15][C:16]1[CH:21]=[CH:20][C:19]([N:22]2[C:26]([C:27]([F:30])([F:29])[F:28])=[CH:25][C:24]([C:31]([F:34])([F:33])[F:32])=[N:23]2)=[CH:18][CH:17]=1. No catalyst specified. The product is [C:1]([O:4][C:5]1[CH:13]=[CH:12][C:11]([Cl:14])=[CH:10][C:6]=1[C:7]([NH:15][C:16]1[CH:17]=[CH:18][C:19]([N:22]2[C:26]([C:27]([F:28])([F:29])[F:30])=[CH:25][C:24]([C:31]([F:34])([F:33])[F:32])=[N:23]2)=[CH:20][CH:21]=1)=[O:9])(=[O:3])[CH3:2]. The yield is 0.778. (9) The reactants are [NH2:1][C:2]1[CH:11]=[CH:10][C:9]([O:12][CH2:13][CH2:14][O:15][CH3:16])=[CH:8][C:3]=1[C:4](OC)=[O:5].Cl.[CH:18](N)=[NH:19]. The catalyst is CCO. The product is [OH:5][C:4]1[C:3]2[C:2](=[CH:11][CH:10]=[C:9]([O:12][CH2:13][CH2:14][O:15][CH3:16])[CH:8]=2)[N:1]=[CH:18][N:19]=1. The yield is 0.950.